From a dataset of Antibody developability classification from SAbDab with 2,409 antibodies. Regression/Classification. Given an antibody's heavy chain and light chain sequences, predict its developability. TAP uses regression for 5 developability metrics; SAbDab uses binary classification. (1) The antibody is ['QVQLQESGPSLVKPSQTLSLTCTVSGLSLSDHNVGWIRQAPGKALEWLGVIYKEGDKDYNPALKSRLSITKDNSKSQVSLSLSSVTTEDTATYYCATLGCYFVEGVGYDCTYGLQHTTFHDAWGQGLLVTVSS', 'QAVLTQPPSVSGSLGQRVSITCSGSSDNIGIFAVGWYQQVPGSGLRTIIYGNTKRPSGVPDRFSGSKSGNTATLTINSLQAEDEADYFCVCGESKSATPVFGGGTTLTVL']. Result: 0 (not developable). (2) The antibody is ['QVKLLESGPELVKPGASVKMSCKASGYTFTSYVMHWVKQKPGQGLEWIGYINPYNDGTKYNEKFKGKATLTSDKSSSTAYMELSSLTSEDSAVYYCVRGGYRPYYAMDYWGQGTSVTVSS', 'ELQMTQSPASLSASVGETVTITCRASENIYSYLAWYQQKQGKSPQLLVYNAKTLAEGVPSRFSGSGSGTQFSLKINSLQPEDFGSYYCQHHYGTPLTFGAGTKLELK']. Result: 0 (not developable). (3) The antibody is ['QVQLVQSGAVIKTPGSSVKISCRASGYNFRDYSIHWVRLIPDKGFEWIGWIKPLWGAVSYARQLQGRVSMTRQLSQDPDDPDWGVAYMEFSGLTPADTAEYFCVRRGSCDYCGDFPWQYWCQGTVVVVSS', 'EIVLTQSPGILSLSPGETATLFCKASQGGNAMTWYQKRRGQVPRLLIYDTSRRASGVPDRFVGSGSGTDFFLTINKLDREDFAVYYCQQFEFFGLGSELEVH']. Result: 0 (not developable). (4) The antibody is ['EVQLVESGGGVVQPGRSLRLSCAASGFTFSSYGMHWVRQAPGKELEWVAVISYDGSIKYYADSVKGRFTISRDNSKNTLYLQMNSLRAEDTAVYYCARTGEYSGYDTDPQYSWGQGTTVTVGG', 'EIVLTQSPSSLSASVGDRVTITCRASQGIGDDLGWYQQKPGKAPILLIYGTSTLQSGVPSRFSGSGSGTDFTLTINSLQPEDFATYYCLQDSNYPLTFGGGTRLEIK']. Result: 0 (not developable). (5) The antibody is ['QVQLVQSGAEVKKPGSSVKVSCKASGGTFNSYAFSWVRQAPGQGLEWMGSIIPLFGFVVYAQKFQGRVTITADESTSTAYMELSSLRSEDTAVYYCARYFDTYNNYGFANWGQGTLVTVSS', 'DIELTQPPSVSVVPGQTARISCSGDNIPYEYASWYQQKPGQAPVLVIYGDNNRPSGIPERFSGSNSGNTATLTISGTQAEDEADYYCASWDSMTVDGVFGGGTKLTVL']. Result: 0 (not developable).